Task: Predict the product of the given reaction.. Dataset: Forward reaction prediction with 1.9M reactions from USPTO patents (1976-2016) (1) The product is: [ClH:19].[NH2:4][C:5]1[N:10]=[CH:9][C:8]([CH:11]([CH3:18])[CH2:12][C:13]([OH:15])=[O:14])=[CH:7][CH:6]=1. Given the reactants C([NH:4][C:5]1[N:10]=[CH:9][C:8]([CH:11]([CH3:18])[CH2:12][C:13]([O:15]CC)=[O:14])=[CH:7][CH:6]=1)(=O)C.[ClH:19], predict the reaction product. (2) The product is: [Cl:1][C:2]1[CH:3]=[C:4]([CH:8]=[C:9]([Cl:11])[N:10]=1)[C:5]([O:7][C:15]([CH3:18])([CH3:17])[CH3:16])=[O:6]. Given the reactants [Cl:1][C:2]1[CH:3]=[C:4]([CH:8]=[C:9]([Cl:11])[N:10]=1)[C:5]([OH:7])=[O:6].C(OC(O[C:15]([CH3:18])([CH3:17])[CH3:16])=O)(O[C:15]([CH3:18])([CH3:17])[CH3:16])=O.O, predict the reaction product. (3) Given the reactants O.O.Cl[Sn]Cl.[F:6][C:7]([F:24])([F:23])[C:8]([N:10]1[C:15]2[CH:16]=[CH:17][C:18]([N+:20]([O-])=O)=[CH:19][C:14]=2[O:13][CH2:12][CH2:11]1)=[O:9], predict the reaction product. The product is: [NH2:20][C:18]1[CH:17]=[CH:16][C:15]2[N:10]([C:8](=[O:9])[C:7]([F:24])([F:23])[F:6])[CH2:11][CH2:12][O:13][C:14]=2[CH:19]=1. (4) Given the reactants N(C(OCC)=O)=NC(OCC)=O.[CH2:13]([O:16][C:17]1[C:25]([C:26]([F:29])([F:28])[F:27])=[CH:24][CH:23]=[C:22]([CH2:30][O:31][C:32]2[CH:37]=[CH:36][C:35]([C:38]3[CH:43]=[CH:42][C:41]([CH2:44][C:45]([O:47][CH2:48][CH:49]=[CH2:50])=[O:46])=[CH:40][CH:39]=3)=[CH:34][CH:33]=2)[C:18]=1[C:19]([OH:21])=[O:20])[CH:14]=[CH2:15].[CH3:51][CH:52](O)[CH3:53].C1(P(C2C=CC=CC=2)C2C=CC=CC=2)C=CC=CC=1, predict the reaction product. The product is: [CH2:13]([O:16][C:17]1[C:25]([C:26]([F:28])([F:29])[F:27])=[CH:24][CH:23]=[C:22]([CH2:30][O:31][C:32]2[CH:37]=[CH:36][C:35]([C:38]3[CH:39]=[CH:40][C:41]([CH2:44][C:45]([O:47][CH2:48][CH:49]=[CH2:50])=[O:46])=[CH:42][CH:43]=3)=[CH:34][CH:33]=2)[C:18]=1[C:19]([O:21][CH:52]([CH3:53])[CH3:51])=[O:20])[CH:14]=[CH2:15]. (5) Given the reactants [CH:1]1[C:22]2[C:5](=[CH:6][C:7]3[C:8](=[O:24])[C:9]4[C:18]([C:19](=[O:23])[C:20]=3[CH:21]=2)=[CH:17][C:16]2[C:11](=[CH:12][CH:13]=[CH:14][CH:15]=2)[CH:10]=4)[CH:4]=[CH:3][CH:2]=1.[BH4-].[Na+], predict the reaction product. The product is: [OH:23][C@H:19]1[C:18]2[C:9](=[CH:10][C:11]3[C:16]([CH:17]=2)=[CH:15][CH:14]=[CH:13][CH:12]=3)[C@H:8]([OH:24])[C:7]2[CH:6]=[C:5]3[C:22]([CH:1]=[CH:2][CH:3]=[CH:4]3)=[CH:21][C:20]1=2. (6) Given the reactants C([O:5][C:6]([C:8]1[C:17]2[C:12](=[C:13]([C:18]3[CH2:22][C:21]([C:27]4[CH:32]=[C:31]([Cl:33])[CH:30]=[C:29]([Cl:34])[CH:28]=4)([C:23]([F:26])([F:25])[F:24])[O:20][N:19]=3)[CH:14]=[CH:15][CH:16]=2)[CH:11]=[CH:10][CH:9]=1)=[O:7])(C)(C)C.FC(F)(F)C(O)=O, predict the reaction product. The product is: [Cl:34][C:29]1[CH:28]=[C:27]([C:21]2([C:23]([F:25])([F:24])[F:26])[O:20][N:19]=[C:18]([C:13]3[CH:14]=[CH:15][CH:16]=[C:17]4[C:12]=3[CH:11]=[CH:10][CH:9]=[C:8]4[C:6]([OH:7])=[O:5])[CH2:22]2)[CH:32]=[C:31]([Cl:33])[CH:30]=1. (7) Given the reactants FC1C=C(F)C=CC=1C(Cl)=O.[CH3:12][O:13][C:14]1[CH:15]=[C:16]2[C:21](=[CH:22][C:23]=1[O:24][CH3:25])[N:20]=[CH:19][CH:18]=[C:17]2[O:26][C:27]1[CH:33]=[CH:32][C:30]([NH2:31])=[C:29]([F:34])[CH:28]=1.[F:35][C:36]1[CH:41]=[C:40]([F:42])[CH:39]=[CH:38][C:37]=1[C:43]([N:45]=[C:46]=[S:47])=[O:44], predict the reaction product. The product is: [F:35][C:36]1[CH:41]=[C:40]([F:42])[CH:39]=[CH:38][C:37]=1[C:43]([N:45]=[C:46]=[S:47])=[O:44].[F:35][C:36]1[CH:41]=[C:40]([F:42])[CH:39]=[CH:38][C:37]=1[C:43]([NH:45][C:46]([NH:31][C:30]1[CH:32]=[CH:33][C:27]([O:26][C:17]2[C:16]3[C:21](=[CH:22][C:23]([O:24][CH3:25])=[C:14]([O:13][CH3:12])[CH:15]=3)[N:20]=[CH:19][CH:18]=2)=[CH:28][C:29]=1[F:34])=[S:47])=[O:44]. (8) Given the reactants [NH:1]1[CH:5]=[CH:4][CH:3]=[N:2]1.C(=O)([O-])[O-].[Cs+].[Cs+].CN(C)CC(O)=O.[OH:19][C:20]1[C:25](I)=[CH:24][C:23]([N+:27]([O-:29])=[O:28])=[CH:22][N:21]=1, predict the reaction product. The product is: [OH:19][C:20]1[C:25]([N:1]2[CH:5]=[CH:4][CH:3]=[N:2]2)=[CH:24][C:23]([N+:27]([O-:29])=[O:28])=[CH:22][N:21]=1. (9) Given the reactants [CH3:1][N:2]1[C:6]([CH2:7][OH:8])=[CH:5][CH:4]=[N:3]1.Cl[C:10]1[CH:15]=[CH:14][C:13]([C:16]([F:19])([F:18])[F:17])=[CH:12][N:11]=1.C(=O)([O-])[O-].[Cs+].[Cs+].C(P(C(C)(C)C)C1C=CC2C(=CC=CC=2)C=1C1C2C(=CC=CC=2)C=CC=1)(C)(C)C, predict the reaction product. The product is: [CH3:1][N:2]1[C:6]([CH2:7][O:8][C:10]2[CH:15]=[CH:14][C:13]([C:16]([F:19])([F:18])[F:17])=[CH:12][N:11]=2)=[CH:5][CH:4]=[N:3]1.